Dataset: Forward reaction prediction with 1.9M reactions from USPTO patents (1976-2016). Task: Predict the product of the given reaction. (1) The product is: [Cl:17][C:4]1[CH:3]=[C:2]([C:21]2[CH:22]=[CH:23][C:24]([CH3:25])=[C:19]([F:18])[CH:20]=2)[C:10]2[N:9]3[CH2:11][CH2:12][NH:13][C:14](=[O:15])[C:8]3=[C:7]([CH3:16])[C:6]=2[CH:5]=1. Given the reactants Br[C:2]1[C:10]2[N:9]3[CH2:11][CH2:12][NH:13][C:14](=[O:15])[C:8]3=[C:7]([CH3:16])[C:6]=2[CH:5]=[C:4]([Cl:17])[CH:3]=1.[F:18][C:19]1[CH:20]=[C:21](B(O)O)[CH:22]=[CH:23][C:24]=1[CH3:25], predict the reaction product. (2) Given the reactants [C:1]([O:4][CH2:5][CH2:6][N+:7]([CH3:10])([CH3:9])[CH3:8])(=[O:3])[CH3:2].[CH:11]1[C:16]([OH:17])=[CH:15][C:14]2[C:18]([CH2:21][CH2:22][NH2:23])=[CH:19][NH:20][C:13]=2[CH:12]=1, predict the reaction product. The product is: [C:1]([O:4][CH2:5][CH2:6][N+:7]([CH3:10])([CH3:9])[CH3:8])(=[O:3])[CH3:2].[CH:11]1[C:16]([OH:17])=[CH:15][C:14]2[C:18]([CH2:21][CH2:22][NH2:23])=[CH:19][NH:20][C:13]=2[CH:12]=1. (3) Given the reactants [N+:1]([C:4]1[CH:13]=[CH:12][CH:11]=[C:10]2[C:5]=1[CH:6]=[CH:7]O[C:9]2=[O:14])([O-:3])=[O:2].[NH:15]1[CH:19]=[CH:18][C:17]([NH2:20])=[N:16]1.CO, predict the reaction product. The product is: [N+:1]([C:4]1[CH:13]=[CH:12][CH:11]=[C:10]2[C:5]=1[CH:6]=[CH:7][N:20]([C:17]1[CH:18]=[CH:19][NH:15][N:16]=1)[C:9]2=[O:14])([O-:3])=[O:2]. (4) The product is: [NH2:37][C@@H:34]([CH2:27][C:28]1[CH:33]=[CH:32][CH:31]=[CH:30][CH:29]=1)[CH2:35][O:26][C:22]1[CH:21]=[C:20]([NH:19][C:18]2[C:15]([C:16]#[N:17])=[CH:14][N:13]=[CH:12][C:11]=2[C:5]2[CH:6]=[CH:7][C:8]([O:9][CH3:10])=[C:3]([O:2][CH3:1])[CH:4]=2)[CH:25]=[CH:24][CH:23]=1. Given the reactants [CH3:1][O:2][C:3]1[CH:4]=[C:5]([C:11]2[CH:12]=[N:13][CH:14]=[C:15]([C:18]=2[NH:19][C:20]2[CH:25]=[CH:24][CH:23]=[C:22]([OH:26])[CH:21]=2)[C:16]#[N:17])[CH:6]=[CH:7][C:8]=1[O:9][CH3:10].[CH2:27]([C@H:34]([NH:37]C(=O)OC(C)(C)C)[CH2:35]O)[C:28]1[CH:33]=[CH:32][CH:31]=[CH:30][CH:29]=1.C1(P(C2C=CC=CC=2)C2C=CC=CC=2)C=CC=CC=1.CCOC(/N=N/C(OCC)=O)=O.C(O)(C(F)(F)F)=O, predict the reaction product. (5) The product is: [Br:7][C:8]1[N:13]=[CH:12][C:11]([O:14][C:16]2[C:21]([C:22]3[CH:27]=[CH:26][N:25]=[C:24]([NH:28][CH3:29])[N:23]=3)=[CH:20][CH:19]=[CH:18][N:17]=2)=[CH:10][CH:9]=1. Given the reactants C(=O)([O-])[O-].[Cs+].[Cs+].[Br:7][C:8]1[N:13]=[CH:12][C:11]([OH:14])=[CH:10][CH:9]=1.Cl[C:16]1[C:21]([C:22]2[CH:27]=[CH:26][N:25]=[C:24]([NH:28][CH3:29])[N:23]=2)=[CH:20][CH:19]=[CH:18][N:17]=1.C(Cl)Cl, predict the reaction product. (6) Given the reactants C1(C)C=CC(S(Cl)(=O)=O)=CC=1.O[CH2:13][C@@H:14]1[CH2:18][N:17]([C:19]2[CH:20]=[CH:21][C:22]3[O:27][CH2:26][C:25](=[O:28])[NH:24][C:23]=3[CH:29]=2)[C:16](=[O:30])[CH2:15]1.[N-:31]=[N+:32]=[N-:33].[Na+].O, predict the reaction product. The product is: [N:31]([CH2:13][C@@H:14]1[CH2:18][N:17]([C:19]2[CH:20]=[CH:21][C:22]3[O:27][CH2:26][C:25](=[O:28])[NH:24][C:23]=3[CH:29]=2)[C:16](=[O:30])[CH2:15]1)=[N+:32]=[N-:33]. (7) The product is: [OH:1][C:2]1[CH:3]=[C:4]([C:9]([C@@H:11]2[C@:20]3([CH3:21])[C@H:15]([C:16]([CH3:23])([CH3:22])[CH2:17][CH2:18][CH2:19]3)[CH2:14][C@@H:13]([NH:24][C:25]([NH2:34])=[NH:26])[C@H:12]2[CH3:42])=[O:10])[CH:5]=[C:6]([OH:8])[CH:7]=1. Given the reactants [OH:1][C:2]1[CH:3]=[C:4]([C:9]([C@@H:11]2[C@:20]3([CH3:21])[C@H:15]([C:16]([CH3:23])([CH3:22])[CH2:17][CH2:18][CH2:19]3)[CH2:14][C@@H:13]([NH:24]/[C:25](=[N:34]/C(OC(C)(C)C)=O)/[NH:26]C(=O)OC(C)(C)C)[C@H:12]2[CH3:42])=[O:10])[CH:5]=[C:6]([OH:8])[CH:7]=1.FC(F)(F)C(O)=O, predict the reaction product. (8) Given the reactants Br[C:2]1[CH:15]=[CH:14][C:5]([CH2:6][O:7][CH:8]2[CH2:13][CH2:12][O:11][CH2:10][CH2:9]2)=[CH:4][CH:3]=1.[B:16]1([B:16]2[O:20][C:19]([CH3:22])([CH3:21])[C:18]([CH3:24])([CH3:23])[O:17]2)[O:20][C:19]([CH3:22])([CH3:21])[C:18]([CH3:24])([CH3:23])[O:17]1.C([O-])(=O)C.[K+].C(OCC)(=O)C, predict the reaction product. The product is: [CH3:23][C:18]1([CH3:24])[C:19]([CH3:22])([CH3:21])[O:20][B:16]([C:2]2[CH:15]=[CH:14][C:5]([CH2:6][O:7][CH:8]3[CH2:13][CH2:12][O:11][CH2:10][CH2:9]3)=[CH:4][CH:3]=2)[O:17]1. (9) Given the reactants [OH:1][C@@H:2]([CH2:7][N:8]([C:13]1[CH:18]=[CH:17][C:16]([O:19][C:20]2[CH:25]=[CH:24][C:23]([Cl:26])=[CH:22][CH:21]=2)=[CH:15][CH:14]=1)[S:9]([CH3:12])(=[O:11])=[O:10])[C:3]([O:5][CH3:6])=[O:4].N1C=CC=CC=1.[Si:33](Cl)([C:36]([CH3:39])([CH3:38])[CH3:37])([CH3:35])[CH3:34].Cl, predict the reaction product. The product is: [Si:33]([O:1][C@@H:2]([CH2:7][N:8]([C:13]1[CH:18]=[CH:17][C:16]([O:19][C:20]2[CH:21]=[CH:22][C:23]([Cl:26])=[CH:24][CH:25]=2)=[CH:15][CH:14]=1)[S:9]([CH3:12])(=[O:10])=[O:11])[C:3]([O:5][CH3:6])=[O:4])([C:36]([CH3:39])([CH3:38])[CH3:37])([CH3:35])[CH3:34].